Predict the reactants needed to synthesize the given product. From a dataset of Full USPTO retrosynthesis dataset with 1.9M reactions from patents (1976-2016). (1) Given the product [C:46]1([C:45]2[CH:44]=[CH:43][C:42]([O:41][CH3:40])=[CH:55][CH:54]=2)[CH:47]=[CH:52][CH:51]=[CH:50][CH:49]=1, predict the reactants needed to synthesize it. The reactants are: [Br-].[Mg+2].[Br-].C1([Li])C=CC=CC=1.CC(C)([O-])C.[Li+].COC1C=CC(C#N)=CC=1.CCCCCCCCCCCCC.[CH3:40][O:41][C:42]1[CH:55]=[CH:54][C:45]([C:46](=N)[C:47]2[CH:52]=[CH:51][CH:50]=[CH:49]C=2)=[CH:44][CH:43]=1. (2) Given the product [CH2:68]([C@H:67]([NH:75][C:43](=[O:45])[C:42]1[CH:46]=[C:47]([N:49]2[CH2:53][CH2:52][CH2:51][C:50]2=[O:54])[CH:48]=[C:40]([S:37]([CH3:36])(=[O:38])=[O:39])[CH:41]=1)[C@@H:66]([OH:76])[CH2:65][C@H:64]([C:63](=[O:78])[NH:62][CH:56]1[CH2:57][CH:58]2[CH2:61][CH:55]1[CH2:60][CH2:59]2)[CH3:77])[C:69]1[CH:70]=[CH:71][CH:72]=[CH:73][CH:74]=1, predict the reactants needed to synthesize it. The reactants are: C([C@H](NC(=O)C1C=CC=C(S(C)(=O)=O)C=1)[C@@H](O)C[C@H](C(=O)NCCC(C)(C)C)C)C1C=CC=CC=1.[CH3:36][S:37]([C:40]1[CH:41]=[C:42]([CH:46]=[C:47]([N:49]2[CH2:53][CH2:52][CH2:51][C:50]2=[O:54])[CH:48]=1)[C:43]([OH:45])=O)(=[O:39])=[O:38].[CH:55]12[CH2:61][CH:58]([CH2:59][CH2:60]1)[CH2:57][CH:56]2[NH:62][C:63](=[O:78])[C@H:64]([CH3:77])[CH2:65][C@H:66]([OH:76])[C@@H:67]([NH2:75])[CH2:68][C:69]1[CH:74]=[CH:73][CH:72]=[CH:71][CH:70]=1. (3) The reactants are: C(OC([N:8]1[CH2:12][CH2:11][C@H:10]([OH:13])[CH2:9]1)=O)(C)(C)C.[H-].[Na+].Br[CH2:17][CH2:18][O:19][CH2:20][CH2:21][O:22][CH2:23][CH2:24][O:25][CH3:26]. Given the product [CH3:26][O:25][CH2:24][CH2:23][O:22][CH2:21][CH2:20][O:19][CH2:18][CH2:17][O:13][C@H:10]1[CH2:11][CH2:12][NH:8][CH2:9]1, predict the reactants needed to synthesize it. (4) Given the product [CH2:27]([N:29]1[C:33]([CH2:34][CH2:35][C:36]([OH:38])=[O:37])=[CH:32][C:31]([O:14][CH2:13][CH2:12][CH2:11][C:8]2[CH:9]=[CH:10][C:5]([O:4][CH:1]([CH3:3])[CH3:2])=[CH:6][C:7]=2[O:15][CH2:16][C:17]2[CH:18]=[CH:19][C:20]([C:23]([F:24])([F:25])[F:26])=[CH:21][CH:22]=2)=[N:30]1)[CH3:28], predict the reactants needed to synthesize it. The reactants are: [CH:1]([O:4][C:5]1[CH:10]=[CH:9][C:8]([CH2:11][CH2:12][CH2:13][OH:14])=[C:7]([O:15][CH2:16][C:17]2[CH:22]=[CH:21][C:20]([C:23]([F:26])([F:25])[F:24])=[CH:19][CH:18]=2)[CH:6]=1)([CH3:3])[CH3:2].[CH2:27]([N:29]1[C:33]([CH2:34][CH2:35][C:36]([O:38]CC)=[O:37])=[CH:32][C:31](O)=[N:30]1)[CH3:28].C(P(CCCC)CCCC)CCC.N(C(N1CCCCC1)=O)=NC(N1CCCCC1)=O.O1CCCC1CO.[OH-].[Na+].Cl. (5) Given the product [Cl:16][C:17]1[C:18]([CH2:23][NH:24][C:12]([C@H:5]2[CH2:4][N:3]3[C@@H:8]([CH2:9][CH2:10][CH2:11][C:2]3=[O:1])[CH2:7][CH2:6]2)=[O:14])=[N:19][CH:20]=[CH:21][N:22]=1, predict the reactants needed to synthesize it. The reactants are: [O:1]=[C:2]1[CH2:11][CH2:10][CH2:9][C@@H:8]2[N:3]1[CH2:4][C@H:5]([C:12]([OH:14])=O)[CH2:6][CH2:7]2.Cl.[Cl:16][C:17]1[C:18]([CH2:23][NH2:24])=[N:19][CH:20]=[CH:21][N:22]=1.CN(C(ON1N=NC2C=CC=NC1=2)=[N+](C)C)C.F[P-](F)(F)(F)(F)F. (6) Given the product [CH2:1]([O:3][C:4]([N:6]1[CH2:12][CH2:11][C:10]2[CH:13]=[C:14]([CH:22]=[O:24])[S:15][C:9]=2[CH2:8][CH2:7]1)=[O:5])[CH3:2], predict the reactants needed to synthesize it. The reactants are: [CH2:1]([O:3][C:4]([N:6]1[CH2:12][CH2:11][C:10]2[CH:13]=[CH:14][S:15][C:9]=2[CH2:8][CH2:7]1)=[O:5])[CH3:2].C[N+](C)=CCl.[Cl-].[C:22]([O-])(=[O:24])C.[Na+].